This data is from Full USPTO retrosynthesis dataset with 1.9M reactions from patents (1976-2016). The task is: Predict the reactants needed to synthesize the given product. (1) Given the product [Cl:72][C:67]1[CH:68]=[CH:69][CH:70]=[CH:71][C:66]=1[CH2:65][C@@H:64]([NH:73][C:18](=[O:20])[C:17]1[CH:21]=[CH:22][C:23]([CH2:24][CH3:25])=[C:15]([N:14]2[C:9](=[O:11])[C:8]3[CH:7]=[C:6]([CH3:13])[S:5][C:4]=3[NH:1][C:2]2=[O:3])[CH:16]=1)[C@@H:63]([OH:74])[C:62]([OH:75])=[O:61], predict the reactants needed to synthesize it. The reactants are: [N:1]([C:4]1[S:5][C:6]([CH3:13])=[CH:7][C:8]=1[C:9]([O:11]C)=O)=[C:2]=[O:3].[NH2:14][C:15]1[CH:16]=[C:17]([CH:21]=[CH:22][C:23]=1[CH2:24][CH3:25])[C:18]([OH:20])=O.CCN(C(C)C)C(C)C.CN(C(ON1N=NC2C=CC=NC1=2)=[N+](C)C)C.F[P-](F)(F)(F)(F)F.C([O:61][C:62](=[O:75])[C@H:63]([OH:74])[C@H:64]([NH2:73])[CH2:65][C:66]1[CH:71]=[CH:70][CH:69]=[CH:68][C:67]=1[Cl:72])C. (2) Given the product [N+:9]([C:5]1[CH:6]=[C:7]2[N:8]=[C:12]([C:13]3[CH:18]=[CH:17][CH:16]=[CH:15][CH:14]=3)[NH:1][C:2]2=[N:3][CH:4]=1)([O-:11])=[O:10], predict the reactants needed to synthesize it. The reactants are: [NH2:1][C:2]1[C:7]([NH2:8])=[CH:6][C:5]([N+:9]([O-:11])=[O:10])=[CH:4][N:3]=1.[CH:12](=O)[C:13]1[CH:18]=[CH:17][CH:16]=[CH:15][CH:14]=1. (3) Given the product [F:26][C:24]([F:25])([F:27])[C:21]1[N:19]2[N:20]=[C:15]([N:2]3[CH2:3][CH:4]4[CH:5]([CH2:6][N:7]([C:9](=[O:13])[CH2:10][CH2:11][CH3:12])[CH2:8]4)[CH2:1]3)[CH:16]=[CH:17][C:18]2=[N:23][N:22]=1, predict the reactants needed to synthesize it. The reactants are: [CH2:1]1[CH:5]2[CH2:6][N:7]([C:9](=[O:13])[CH2:10][CH2:11][CH3:12])[CH2:8][CH:4]2[CH2:3][NH:2]1.Cl[C:15]1[CH:16]=[CH:17][C:18]2[N:19]([C:21]([C:24]([F:27])([F:26])[F:25])=[N:22][N:23]=2)[N:20]=1. (4) Given the product [O:59]1[CH2:60][CH2:61][CH:56]([NH:55][C:7]([C:6]2[S:5][C:4]([CH2:10][CH2:11][C:12]3[C:13]([C:18]4[CH:23]=[CH:22][CH:21]=[CH:20][N:19]=4)=[N:14][O:15][C:16]=3[CH3:17])=[N:3][C:2]=2[CH3:1])=[O:9])[CH2:57][CH2:58]1, predict the reactants needed to synthesize it. The reactants are: [CH3:1][C:2]1[N:3]=[C:4]([CH2:10][CH2:11][C:12]2[C:13]([C:18]3[CH:23]=[CH:22][CH:21]=[CH:20][N:19]=3)=[N:14][O:15][C:16]=2[CH3:17])[S:5][C:6]=1[C:7]([OH:9])=O.F[B-](F)(F)F.N1(OC(N(C)C)=[N+](C)C)C2C=CC=CC=2N=N1.C(N(CC)C(C)C)(C)C.[NH2:55][CH:56]1[CH2:61][CH2:60][O:59][CH2:58][CH2:57]1. (5) Given the product [CH2:1]([O:3][C:4](=[O:20])[C:5]([CH3:6])([O:8][C:9]1[CH:14]=[CH:13][C:12]([CH:15]([NH:18][C:35]([C:32]2[CH:31]=[CH:30][C:29]([C:25]3[CH:26]=[CH:27][CH:28]=[C:23]([C:22]([F:21])([F:38])[F:39])[CH:24]=3)=[CH:34][CH:33]=2)=[O:36])[CH2:16][CH3:17])=[CH:11][C:10]=1[CH3:19])[CH3:7])[CH3:2], predict the reactants needed to synthesize it. The reactants are: [CH2:1]([O:3][C:4](=[O:20])[C:5]([O:8][C:9]1[CH:14]=[CH:13][C:12]([CH:15]([NH2:18])[CH2:16][CH3:17])=[CH:11][C:10]=1[CH3:19])([CH3:7])[CH3:6])[CH3:2].[F:21][C:22]([F:39])([F:38])[C:23]1[CH:24]=[C:25]([C:29]2[CH:34]=[CH:33][C:32]([C:35](O)=[O:36])=[CH:31][CH:30]=2)[CH:26]=[CH:27][CH:28]=1. (6) Given the product [CH3:37][O:36][C:33]1[CH:32]=[CH:31][C:30]([CH2:29][CH2:28][N:25]2[CH2:26][CH2:27][C@@H:23]([N:8]3[C:7]4[CH:6]=[CH:5][CH:4]=[CH:3][C:13]=4[CH2:12][O:11][C:10]4[CH:14]=[CH:15][CH:16]=[CH:17][C:9]3=4)[CH2:24]2)=[CH:35][CH:34]=1, predict the reactants needed to synthesize it. The reactants are: [H-].[Na+].[CH:3]1[C:13]2[CH2:12][O:11][C:10]3[CH:14]=[CH:15][CH:16]=[CH:17][C:9]=3[NH:8][C:7]=2[CH:6]=[CH:5][CH:4]=1.CS(O[C@H:23]1[CH2:27][CH2:26][N:25]([CH2:28][CH2:29][C:30]2[CH:35]=[CH:34][C:33]([O:36][CH3:37])=[CH:32][CH:31]=2)[CH2:24]1)(=O)=O.